Dataset: Reaction yield outcomes from USPTO patents with 853,638 reactions. Task: Predict the reaction yield, written as a fraction of the theoretical maximum amount of product (1.0 means a 100% yield; for example, 0.34 means a 34% yield). (1) The reactants are [Br:1][C:2]1[C:3]([OH:11])=[CH:4][C:5]([Cl:10])=[C:6]([CH:9]=1)[CH:7]=[O:8].C(=O)([O-])[O-].[K+].[K+].[CH2:18](Br)[CH:19]=[CH2:20].Cl. The catalyst is [I-].C([N+](CCCC)(CCCC)CCCC)CCC.CN(C)C=O.O. The product is [Br:1][C:2]1[C:3]([O:11][CH2:20][CH:19]=[CH2:18])=[CH:4][C:5]([Cl:10])=[C:6]([CH:9]=1)[CH:7]=[O:8]. The yield is 0.820. (2) The reactants are Br[C:2]1[CH:3]=[C:4]([CH:8]([N:12]2[CH:16]=[C:15]([C:17]3[C:18]4[CH:25]=[CH:24][N:23]([CH2:26][O:27][CH2:28][CH2:29][Si:30]([CH3:33])([CH3:32])[CH3:31])[C:19]=4[N:20]=[CH:21][N:22]=3)[CH:14]=[N:13]2)[CH2:9][C:10]#[N:11])[CH:5]=[N:6][CH:7]=1.O1CCOCC1.CCN(C(C)C)C(C)C.[C:49]1([SH:55])[CH:54]=[CH:53][CH:52]=[CH:51][CH:50]=1. The catalyst is C1C=CC(/C=C/C(/C=C/C2C=CC=CC=2)=O)=CC=1.C1C=CC(/C=C/C(/C=C/C2C=CC=CC=2)=O)=CC=1.[Pd].CC1(C)C2C=CC=C(P(C3C=CC=CC=3)C3C=CC=CC=3)C=2OC2C1=CC=CC=2P(C1C=CC=CC=1)C1C=CC=CC=1. The product is [C:49]1([S:55][C:2]2[CH:3]=[C:4]([CH:8]([N:12]3[CH:16]=[C:15]([C:17]4[C:18]5[CH:25]=[CH:24][N:23]([CH2:26][O:27][CH2:28][CH2:29][Si:30]([CH3:33])([CH3:32])[CH3:31])[C:19]=5[N:20]=[CH:21][N:22]=4)[CH:14]=[N:13]3)[CH2:9][C:10]#[N:11])[CH:5]=[N:6][CH:7]=2)[CH:54]=[CH:53][CH:52]=[CH:51][CH:50]=1. The yield is 0.800. (3) The reactants are [Br:1][C:2]1[CH:6]=[N:5][N:4]([CH3:7])[C:3]=1[C:8]1[CH:9]=[C:10]([NH2:22])[CH:11]=[CH:12][C:13]=1[O:14][CH2:15][CH2:16][N:17]1[CH2:21][CH2:20][CH2:19][CH2:18]1.[F:23][C:24]1[CH:25]=[C:26]([CH:30]=[CH:31][CH:32]=1)[C:27](Cl)=[O:28].C(N(CC)CC)C. The catalyst is C(Cl)Cl. The product is [Br:1][C:2]1[CH:6]=[N:5][N:4]([CH3:7])[C:3]=1[C:8]1[CH:9]=[C:10]([NH:22][C:27](=[O:28])[C:26]2[CH:30]=[CH:31][CH:32]=[C:24]([F:23])[CH:25]=2)[CH:11]=[CH:12][C:13]=1[O:14][CH2:15][CH2:16][N:17]1[CH2:18][CH2:19][CH2:20][CH2:21]1. The yield is 0.854.